Dataset: Catalyst prediction with 721,799 reactions and 888 catalyst types from USPTO. Task: Predict which catalyst facilitates the given reaction. Reactant: [CH3:1][C:2]1[C:3]([OH:10])=[CH:4][C:5](=O)[O:6][C:7]=1[CH3:8].[NH3:11]. Product: [CH3:1][C:2]1[C:3]([OH:10])=[CH:4][C:5]([OH:6])=[N:11][C:7]=1[CH3:8]. The catalyst class is: 12.